This data is from NCI-60 drug combinations with 297,098 pairs across 59 cell lines. The task is: Regression. Given two drug SMILES strings and cell line genomic features, predict the synergy score measuring deviation from expected non-interaction effect. Synergy scores: CSS=-2.26, Synergy_ZIP=0.549, Synergy_Bliss=-1.99, Synergy_Loewe=-3.22, Synergy_HSA=-4.38. Drug 1: C1=CN(C=N1)CC(O)(P(=O)(O)O)P(=O)(O)O. Drug 2: C1=NNC2=C1C(=O)NC=N2. Cell line: OVCAR-8.